Dataset: Full USPTO retrosynthesis dataset with 1.9M reactions from patents (1976-2016). Task: Predict the reactants needed to synthesize the given product. (1) Given the product [Cl:53][C:37]1[C:38]([NH:40][C:41]2[CH:46]=[CH:45][CH:44]=[CH:43][C:42]=2[S:47]([CH:50]([CH3:52])[CH3:51])(=[O:49])=[O:48])=[N:39][C:34]([NH:27][C:18]2[CH:17]=[C:16]3[C:21]([CH2:22][N:14]([CH:11]4[CH2:10][CH2:9][NH:8][CH2:13][CH2:12]4)[C:15]3=[O:30])=[CH:20][C:19]=2[O:23][CH:24]([CH3:25])[CH3:26])=[N:35][CH:36]=1, predict the reactants needed to synthesize it. The reactants are: C(OC([N:8]1[CH2:13][CH2:12][CH:11]([N:14]2[CH2:22][C:21]3[C:16](=[CH:17][C:18]([N+:27]([O-])=O)=[C:19]([O:23][CH:24]([CH3:26])[CH3:25])[CH:20]=3)[C:15]2=[O:30])[CH2:10][CH2:9]1)=O)(C)(C)C.[H][H].Cl[C:34]1[N:39]=[C:38]([NH:40][C:41]2[CH:46]=[CH:45][CH:44]=[CH:43][C:42]=2[S:47]([CH:50]([CH3:52])[CH3:51])(=[O:49])=[O:48])[C:37]([Cl:53])=[CH:36][N:35]=1.C(=O)([O-])[O-].[Cs+].[Cs+].CC1(C)C2C(=C(P(C3C=CC=CC=3)C3C=CC=CC=3)C=CC=2)OC2C(P(C3C=CC=CC=3)C3C=CC=CC=3)=CC=CC1=2.C(Cl)Cl.C(O)(C(F)(F)F)=O. (2) Given the product [Br:3][C:4]1[CH:12]=[C:11]([F:13])[CH:10]=[C:9]2[C:5]=1[CH:6]=[CH:7][N:8]2[S:23]([C:20]1[CH:19]=[CH:18][C:17]([N+:14]([O-:16])=[O:15])=[CH:22][CH:21]=1)(=[O:24])=[O:25], predict the reactants needed to synthesize it. The reactants are: [H-].[Na+].[Br:3][C:4]1[CH:12]=[C:11]([F:13])[CH:10]=[C:9]2[C:5]=1[CH:6]=[CH:7][NH:8]2.[N+:14]([C:17]1[CH:22]=[CH:21][C:20]([S:23](Cl)(=[O:25])=[O:24])=[CH:19][CH:18]=1)([O-:16])=[O:15].O. (3) Given the product [CH3:16][C:13]1[CH:14]=[CH:15][C:10]([S:7][C:1]2[CH:6]=[CH:5][CH:4]=[CH:3][CH:2]=2)=[C:11]([N+:17]([O-:19])=[O:18])[CH:12]=1, predict the reactants needed to synthesize it. The reactants are: [C:1]1([S-:7])[CH:6]=[CH:5][CH:4]=[CH:3][CH:2]=1.[Na+].Cl[C:10]1[CH:15]=[CH:14][C:13]([CH3:16])=[CH:12][C:11]=1[N+:17]([O-:19])=[O:18]. (4) Given the product [NH2:2][C:3]1[CH:4]=[CH:5][C:6]([NH:9][C:10]([C:12]2[CH:17]=[C:16]([N+:18]([O-:20])=[O:19])[CH:15]=[CH:14][C:13]=2[Cl:21])=[O:11])=[CH:7][CH:8]=1, predict the reactants needed to synthesize it. The reactants are: Cl.[NH2:2][C:3]1[CH:8]=[CH:7][C:6]([NH:9][C:10]([C:12]2[CH:17]=[C:16]([N+:18]([O-:20])=[O:19])[CH:15]=[CH:14][C:13]=2[Cl:21])=[O:11])=[CH:5][CH:4]=1.O. (5) The reactants are: [Br:1][C:2]1[CH:3]=[N:4][C:5]([N:8]2[C:16]3[C:11](=[CH:12][CH:13]=[C:14]([C:17]([OH:19])=O)[CH:15]=3)[C:10]([S:20][CH3:21])=[CH:9]2)=[N:6][CH:7]=1.Cl.[CH3:23][NH:24][CH2:25][C:26]([O:28][CH3:29])=[O:27].CSC1C2C(=CC(C(N3C[C@@H]4C[C@H]3CN4C(OC(C)(C)C)=O)=O)=CC=2)N(C2N=CC(C3C=CC=CN=3)=CN=2)C=1. Given the product [Br:1][C:2]1[CH:3]=[N:4][C:5]([N:8]2[C:16]3[C:11](=[CH:12][CH:13]=[C:14]([C:17]([N:24]([CH2:25][C:26]([O:28][CH3:29])=[O:27])[CH3:23])=[O:19])[CH:15]=3)[C:10]([S:20][CH3:21])=[CH:9]2)=[N:6][CH:7]=1, predict the reactants needed to synthesize it. (6) The reactants are: [F:1][C:2]1([F:17])[CH2:7][CH2:6][CH:5]([C:8]([C:10]2[C:15](F)=[CH:14][CH:13]=[CH:12]N=2)=[O:9])[CH2:4][CH2:3]1.[BH4-].[Na+].[CH3:20]O. Given the product [F:1][C:2]1([F:17])[CH2:7][CH2:6][CH:5]([CH:8]([C:10]2[CH:20]=[CH:12][CH:13]=[CH:14][CH:15]=2)[OH:9])[CH2:4][CH2:3]1, predict the reactants needed to synthesize it. (7) Given the product [OH:12][C@H:1]1[O:9][C@H:8]([CH2:10][OH:11])[C@H:6]([OH:7])[C@H:4]([OH:5])[C@H:2]1[OH:3], predict the reactants needed to synthesize it. The reactants are: [C@H:1]1([O:12][C@H]2[C@@H](O)[C@@H](CO)O[C@H](OC3C=CC(N)=CC=3)[C@@H]2O)[O:9][C@H:8]([CH2:10][OH:11])[C@H:6]([OH:7])[C@H:4]([OH:5])[C@H:2]1[OH:3].C([O-])(O)=O.[Na+].O. (8) Given the product [Br:20][C:18]1[C:10]2[O:9][CH2:8][CH:7]([C:1]3[CH:2]=[CH:3][CH:4]=[CH:5][CH:6]=3)[N:12]3[C:13](=[O:19])[NH:14][C:15]([C:11]=23)=[CH:16][CH:17]=1, predict the reactants needed to synthesize it. The reactants are: [C:1]1([CH:7]2[N:12]3[C:13](=[O:19])[NH:14][C:15]4=[CH:16][CH:17]=[CH:18][C:10](=[C:11]34)[O:9][CH2:8]2)[CH:6]=[CH:5][CH:4]=[CH:3][CH:2]=1.[Br:20]N1C(=O)CCC1=O.